This data is from Full USPTO retrosynthesis dataset with 1.9M reactions from patents (1976-2016). The task is: Predict the reactants needed to synthesize the given product. Given the product [Cl:26][CH2:25][CH2:24][CH2:23][N:6]1[CH:5]=[N:4][C:3]2[C:7]1=[N:8][C:9]([NH2:18])=[N:10][C:2]=2[Cl:1], predict the reactants needed to synthesize it. The reactants are: [Cl:1][C:2]1[N:10]=[CH:9][N:8]=[C:7]2[C:3]=1[NH:4][CH:5]=[N:6]2.C([O-])([O-])=O.[K+].[K+].C[N:18](C=O)C.Br[CH2:23][CH2:24][CH2:25][Cl:26].